From a dataset of Peptide-MHC class I binding affinity with 185,985 pairs from IEDB/IMGT. Regression. Given a peptide amino acid sequence and an MHC pseudo amino acid sequence, predict their binding affinity value. This is MHC class I binding data. (1) The peptide sequence is PENITTAVK. The MHC is HLA-A11:01 with pseudo-sequence HLA-A11:01. The binding affinity (normalized) is 0. (2) The peptide sequence is NYLKNKKSM. The MHC is H-2-Kb with pseudo-sequence H-2-Kb. The binding affinity (normalized) is 0. (3) The MHC is HLA-A02:01 with pseudo-sequence HLA-A02:01. The peptide sequence is LLNMRDLIV. The binding affinity (normalized) is 0.654.